This data is from Reaction yield outcomes from USPTO patents with 853,638 reactions. The task is: Predict the reaction yield, written as a fraction of the theoretical maximum amount of product (1.0 means a 100% yield; for example, 0.34 means a 34% yield). (1) The reactants are [NH2:1][C:2]1[S:6][CH:5]=[C:4]([C:7]([O:9][CH3:10])=[O:8])[C:3]=1[CH3:11].[CH3:12][C:13]([O:16][C:17](O[C:17]([O:16][C:13]([CH3:15])([CH3:14])[CH3:12])=[O:18])=[O:18])([CH3:15])[CH3:14]. The catalyst is CO. The product is [C:13]([O:16][C:17]([NH:1][C:2]1[S:6][CH:5]=[C:4]([C:7]([O:9][CH3:10])=[O:8])[C:3]=1[CH3:11])=[O:18])([CH3:15])([CH3:14])[CH3:12]. The yield is 0.585. (2) The product is [OH:1][C@@H:2]1[C@@H:7]([CH3:8])[CH2:6][CH2:5][C@H:4]([NH:9][C:10](=[O:16])[O:11][C:12]([CH3:15])([CH3:14])[CH3:13])[CH2:3]1. The reactants are [OH:1][C@H:2]1[C@H:7]([CH3:8])[CH2:6][CH2:5][C@@H:4]([NH:9][C:10](=[O:16])[O:11][C:12]([CH3:15])([CH3:14])[CH3:13])[CH2:3]1.O[C@@H]1[C@@H](C)CC[C@@H](NC(=O)OC(C)(C)C)C1.O[C@H]1[C@H](C)CC[C@H](NC(=O)OC(C)(C)C)C1. The yield is 0.720. No catalyst specified. (3) The yield is 0.700. The catalyst is C1(C)C=CC=CC=1. The reactants are [CH:1]1[C:6]([CH:7]=O)=[CH:5][C:4]2[O:9][CH2:10][O:11][C:3]=2[CH:2]=1.[Br:12][C:13]1[C:21]([CH2:22]Br)=[CH:20][C:16]2[O:17][CH2:18][O:19][C:15]=2[CH:14]=1.C1([SiH2]C2C=CC=CC=2)C=CC=CC=1.CCN(C(C)C)C(C)C. The product is [O:11]1[C:3]2[CH:2]=[CH:1][C:6]([CH:7]=[CH:22][C:21]3[C:13]([Br:12])=[CH:14][C:15]4[O:19][CH2:18][O:17][C:16]=4[CH:20]=3)=[CH:5][C:4]=2[O:9][CH2:10]1. (4) The reactants are [F:1][C:2]1[CH:3]=[C:4]([CH:14]([NH:16][C:17]([C:19]2[N:20]=[C:21](Cl)[S:22][CH:23]=2)=[O:18])[CH3:15])[CH:5]=[C:6]([F:13])[C:7]=1[NH:8][S:9]([CH3:12])(=[O:11])=[O:10].[CH:25]([C:28]1[CH:29]=[C:30](B(O)O)[CH:31]=[CH:32][CH:33]=1)([CH3:27])[CH3:26]. No catalyst specified. The product is [F:1][C:2]1[CH:3]=[C:4]([CH:14]([NH:16][C:17]([C:19]2[N:20]=[C:21]([C:32]3[CH:31]=[CH:30][CH:29]=[C:28]([CH:25]([CH3:27])[CH3:26])[CH:33]=3)[S:22][CH:23]=2)=[O:18])[CH3:15])[CH:5]=[C:6]([F:13])[C:7]=1[NH:8][S:9]([CH3:12])(=[O:11])=[O:10]. The yield is 0.450. (5) The reactants are [Cl:1][C:2]1[CH:7]=[CH:6][CH:5]=[CH:4][C:3]=1[C:8]1[CH:16]=[CH:15][CH:14]=[C:13]2[C:9]=1[CH:10]=[CH:11][NH:12]2.C([OH:19])C.C(O)(=O)C.[Br-].[Br-].[Br-].[NH+]1C=CC=CC=1.[NH+]1C=CC=CC=1.[NH+]1C=CC=CC=1. The catalyst is CC(O)(C)C.[Zn]. The product is [Cl:1][C:2]1[CH:7]=[CH:6][CH:5]=[CH:4][C:3]=1[C:8]1[CH:16]=[CH:15][CH:14]=[C:13]2[C:9]=1[CH2:10][C:11](=[O:19])[NH:12]2. The yield is 0.760. (6) The yield is 0.820. The catalyst is CN(C=O)C. The reactants are C(=O)([O-])[O-].[Cs+].[Cs+].Br[CH2:8][C:9]([O:11][C:12]([CH3:15])([CH3:14])[CH3:13])=[O:10].[CH3:16][C:17]1([CH3:31])[C:21]([CH3:23])([CH3:22])[O:20][B:19]([C:24]2[CH:29]=[CH:28][C:27]([OH:30])=[CH:26][CH:25]=2)[O:18]1. The product is [C:12]([O:11][C:9](=[O:10])[CH2:8][O:30][C:27]1[CH:26]=[CH:25][C:24]([B:19]2[O:20][C:21]([CH3:23])([CH3:22])[C:17]([CH3:31])([CH3:16])[O:18]2)=[CH:29][CH:28]=1)([CH3:15])([CH3:14])[CH3:13]. (7) The reactants are [C:1]12([NH2:11])[CH2:10][CH:5]3[CH2:6][CH:7]([CH2:9][CH:3]([CH2:4]3)[CH2:2]1)[CH2:8]2.[CH3:12][O:13][C:14]1[CH:21]=[CH:20][CH:19]=[CH:18][C:15]=1[CH:16]=O. No catalyst specified. The product is [C:1]12([NH:11][CH2:16][C:15]3[CH:18]=[CH:19][CH:20]=[CH:21][C:14]=3[O:13][CH3:12])[CH2:8][CH:7]3[CH2:6][CH:5]([CH2:4][CH:3]([CH2:9]3)[CH2:2]1)[CH2:10]2. The yield is 0.800.